From a dataset of Forward reaction prediction with 1.9M reactions from USPTO patents (1976-2016). Predict the product of the given reaction. (1) Given the reactants [F:1][C:2]1[CH:7]=[CH:6][C:5]([CH2:8][CH2:9][C:10]([OH:12])=O)=[C:4]([CH3:13])[CH:3]=1.C(Cl)(=O)C(Cl)=O.[Al+3].[Cl-].[Cl-].[Cl-], predict the reaction product. The product is: [F:1][C:2]1[CH:7]=[C:6]2[C:5]([CH2:8][CH2:9][C:10]2=[O:12])=[C:4]([CH3:13])[CH:3]=1. (2) Given the reactants Cl.FC1C=C(C=CC=1)CN1C=C(C2C3C(=NC=C(C4C=CC(C5CCNCC5)=CC=4)C=3)N(S(C3C=CC(C)=CC=3)(=O)=O)C=2)C=N1.[F:46][C:47]1[CH:48]=[C:49]([CH:91]=[CH:92][CH:93]=1)[CH2:50][N:51]1[CH:55]=[C:54]([C:56]2[C:64]3[C:59](=[N:60][CH:61]=[C:62]([C:65]4[CH:70]=[CH:69][C:68]([N:71]5[CH2:76][CH2:75][N:74]([CH2:77][C@@H:78]([OH:80])[CH3:79])[CH2:73][CH2:72]5)=[CH:67][CH:66]=4)[CH:63]=3)[N:58](S(C3C=CC(C)=CC=3)(=O)=O)[CH:57]=2)[CH:53]=[N:52]1.[OH-].[Li+], predict the reaction product. The product is: [F:46][C:47]1[CH:48]=[C:49]([CH:91]=[CH:92][CH:93]=1)[CH2:50][N:51]1[CH:55]=[C:54]([C:56]2[C:64]3[C:59](=[N:60][CH:61]=[C:62]([C:65]4[CH:66]=[CH:67][C:68]([N:71]5[CH2:72][CH2:73][N:74]([CH2:77][C@@H:78]([OH:80])[CH3:79])[CH2:75][CH2:76]5)=[CH:69][CH:70]=4)[CH:63]=3)[NH:58][CH:57]=2)[CH:53]=[N:52]1. (3) Given the reactants [C:1]1([C:15]([O:17][CH3:18])=[O:16])[CH:6]=[C:5]([C:7]([O:9][CH3:10])=[O:8])[CH:4]=[C:3]([C:11]([O:13]C)=[O:12])[CH:2]=1.[OH-].[Na+], predict the reaction product. The product is: [CH3:18][O:17][C:15]([C:1]1[CH:2]=[C:3]([CH:4]=[C:5]([C:7]([O:9][CH3:10])=[O:8])[CH:6]=1)[C:11]([OH:13])=[O:12])=[O:16]. (4) Given the reactants Cl.Cl[CH2:3][CH2:4][NH:5][C:6]1[CH:11]=[N:10][NH:9][C:8](=[O:12])[CH:7]=1.CN(C)C=O.[F:18][C:19]1[CH:33]=[CH:32][C:22]2[C:23]([CH:26]3[CH2:31][CH2:30][NH:29][CH2:28][CH2:27]3)=[N:24][O:25][C:21]=2[CH:20]=1.[I-].[K+], predict the reaction product. The product is: [F:18][C:19]1[CH:33]=[CH:32][C:22]2[C:23]([CH:26]3[CH2:27][CH2:28][N:29]([CH2:3][CH2:4][NH:5][C:6]4[CH:11]=[N:10][NH:9][C:8](=[O:12])[CH:7]=4)[CH2:30][CH2:31]3)=[N:24][O:25][C:21]=2[CH:20]=1. (5) Given the reactants [CH2:1]([NH:3][C:4]1[O:5][CH2:6][C:7](=[O:14])[C:8]=1[C:9]([O:11][CH2:12][CH3:13])=[O:10])[CH3:2].[NH:15]1[C:23]2[C:18](=[CH:19][CH:20]=[CH:21][N:22]=2)[C:17]([CH:24]=O)=[CH:16]1.[ClH:26], predict the reaction product. The product is: [ClH:26].[NH:15]1[C:23]2=[N:22][CH:21]=[CH:20][CH:19]=[C:18]2[C:17]([CH:24]=[C:6]2[O:5][C:4]([NH:3][CH2:1][CH3:2])=[C:8]([C:9]([O:11][CH2:12][CH3:13])=[O:10])[C:7]2=[O:14])=[CH:16]1. (6) Given the reactants [Br:1][C:2]1[N:7]=[C:6]([C:8]2([CH3:15])[NH:13][C:12](=O)[CH2:11][O:10][CH2:9]2)[CH:5]=[CH:4][CH:3]=1.P12(SP3(SP(SP(S3)(S1)=S)(=S)S2)=S)=[S:17], predict the reaction product. The product is: [Br:1][C:2]1[N:7]=[C:6]([C:8]2([CH3:15])[NH:13][C:12](=[S:17])[CH2:11][O:10][CH2:9]2)[CH:5]=[CH:4][CH:3]=1.